Dataset: Forward reaction prediction with 1.9M reactions from USPTO patents (1976-2016). Task: Predict the product of the given reaction. Given the reactants [CH3:1][C@H:2]1[NH:7][CH2:6][CH2:5][N:4]([C:8]2[CH:13]=[CH:12][C:11]([S:14]([NH:17][C:18]3[S:22][N:21]=[CH:20][N:19]=3)(=[O:16])=[O:15])=[CH:10][CH:9]=2)[CH2:3]1.[Cl:23][C:24]1[CH:25]=[CH:26][CH:27]=[C:28]2[C:32]=1[N:31]([CH2:33][C:34](O)=[O:35])[CH:30]=[CH:29]2.CN(C(ON1N=NC2C=CC=NC1=2)=[N+](C)C)C.F[P-](F)(F)(F)(F)F.C(=O)(O)[O-].[Na+].Cl.S1C(N)=NC=N1, predict the reaction product. The product is: [Cl:23][C:24]1[CH:25]=[CH:26][CH:27]=[C:28]2[C:32]=1[N:31]([CH2:33][C:34]([N:7]1[CH2:6][CH2:5][N:4]([C:8]3[CH:13]=[CH:12][C:11]([S:14]([NH:17][C:18]4[S:22][N:21]=[CH:20][N:19]=4)(=[O:16])=[O:15])=[CH:10][CH:9]=3)[CH2:3][C@H:2]1[CH3:1])=[O:35])[CH:30]=[CH:29]2.